From a dataset of Peptide-MHC class II binding affinity with 134,281 pairs from IEDB. Regression. Given a peptide amino acid sequence and an MHC pseudo amino acid sequence, predict their binding affinity value. This is MHC class II binding data. (1) The peptide sequence is VTEGERTVRVLDTVE. The MHC is DRB5_0101 with pseudo-sequence DRB5_0101. The binding affinity (normalized) is 0. (2) The peptide sequence is SANVPQEKSQEELST. The MHC is DRB1_0101 with pseudo-sequence DRB1_0101. The binding affinity (normalized) is 0.0485.